This data is from Forward reaction prediction with 1.9M reactions from USPTO patents (1976-2016). The task is: Predict the product of the given reaction. (1) Given the reactants [CH3:1][S:2]([N:5]1[CH2:10][CH:9]=[C:8]([C:11]2[CH:12]=[C:13]3[CH:19]=[C:18]([CH:20]4[CH2:25][CH2:24][NH:23][CH2:22][CH2:21]4)[O:17][C:14]3=[CH:15][N:16]=2)[CH2:7][CH2:6]1)(=[O:4])=[O:3].[F:26][C:27]([F:38])([F:37])[C:28]1([CH2:31]OS(C)(=O)=O)[CH2:30][CH2:29]1, predict the reaction product. The product is: [CH3:1][S:2]([N:5]1[CH2:6][CH:7]=[C:8]([C:11]2[CH:12]=[C:13]3[CH:19]=[C:18]([CH:20]4[CH2:25][CH2:24][N:23]([CH2:31][C:28]5([C:27]([F:38])([F:37])[F:26])[CH2:30][CH2:29]5)[CH2:22][CH2:21]4)[O:17][C:14]3=[CH:15][N:16]=2)[CH2:9][CH2:10]1)(=[O:3])=[O:4]. (2) Given the reactants [NH:1]1[C:9]2[C:4](=[CH:5][C:6]([N:10]3[CH:14]=[C:13]([C:15](O)=[O:16])[C:12]([C:18]([F:21])([F:20])[F:19])=[N:11]3)=[CH:7][CH:8]=2)[CH:3]=[CH:2]1.C1C=CC2N(O)N=NC=2C=1.O.CCN=C=NCCCN(C)C.Cl.Cl.[NH2:46][CH2:47][CH2:48][NH:49][C:50](=[O:60])[C:51]1[CH:56]=[CH:55][C:54]([O:57][CH2:58][CH3:59])=[CH:53][CH:52]=1.CCN(C(C)C)C(C)C, predict the reaction product. The product is: [CH2:58]([O:57][C:54]1[CH:53]=[CH:52][C:51]([C:50]([NH:49][CH2:48][CH2:47][NH:46][C:15]([C:13]2[C:12]([C:18]([F:21])([F:19])[F:20])=[N:11][N:10]([C:6]3[CH:5]=[C:4]4[C:9](=[CH:8][CH:7]=3)[NH:1][CH:2]=[CH:3]4)[CH:14]=2)=[O:16])=[O:60])=[CH:56][CH:55]=1)[CH3:59]. (3) Given the reactants [F:1][C:2]1[CH:8]=[C:7]([O:9][C:10]2[C:11]3[N:18]([CH3:19])[CH:17]=[CH:16][C:12]=3[N:13]=[CH:14][N:15]=2)[CH:6]=[CH:5][C:3]=1[NH2:4].C(N(CC)CC)C.[F:27][C:28]1[CH:33]=[CH:32][C:31]([C:34]([F:37])([F:36])[F:35])=[CH:30][C:29]=1[N:38]=[C:39]=[O:40], predict the reaction product. The product is: [F:1][C:2]1[CH:8]=[C:7]([O:9][C:10]2[C:11]3[N:18]([CH3:19])[CH:17]=[CH:16][C:12]=3[N:13]=[CH:14][N:15]=2)[CH:6]=[CH:5][C:3]=1[NH:4][C:39]([NH:38][C:29]1[CH:30]=[C:31]([C:34]([F:35])([F:37])[F:36])[CH:32]=[CH:33][C:28]=1[F:27])=[O:40]. (4) Given the reactants [C:1]([O:6]CC)(=O)[CH:2]=[N:3][OH:4].[CH:9]12[N:15]([CH2:16][CH2:17][NH2:18])[CH:12]([CH2:13][CH2:14]1)[CH2:11][CH2:10]2, predict the reaction product. The product is: [CH:12]12[N:15]([CH2:16][CH2:17][NH:18][C:1](=[O:6])[CH:2]=[N:3][OH:4])[CH:9]([CH2:14][CH2:13]1)[CH2:10][CH2:11]2. (5) Given the reactants [H-].[Na+].C(OP([CH2:11][C:12]([O:14][CH2:15][CH3:16])=[O:13])(OCC)=O)C.[N+:17]([C:20]1[CH:27]=[CH:26][CH:25]=[CH:24][C:21]=1[CH:22]=O)([O-:19])=[O:18].Cl, predict the reaction product. The product is: [N+:17]([C:20]1[CH:27]=[CH:26][CH:25]=[CH:24][C:21]=1[CH:22]=[CH:11][C:12]([O:14][CH2:15][CH3:16])=[O:13])([O-:19])=[O:18]. (6) Given the reactants Br[C:2]1[CH:7]=[C:6]([C:8]2[S:12][C:11]([NH:13][C:14](=[O:23])[C:15]3[C:20]([F:21])=[CH:19][CH:18]=[CH:17][C:16]=3[F:22])=[N:10][C:9]=2[CH3:24])[CH:5]=[CH:4][N:3]=1.[CH3:25][N:26](C=O)C, predict the reaction product. The product is: [C:25]([C:2]1[CH:7]=[C:6]([C:8]2[S:12][C:11]([NH:13][C:14](=[O:23])[C:15]3[C:20]([F:21])=[CH:19][CH:18]=[CH:17][C:16]=3[F:22])=[N:10][C:9]=2[CH3:24])[CH:5]=[CH:4][N:3]=1)#[N:26]. (7) Given the reactants [Br:1][C:2]1[CH:3]=[C:4]([CH2:8][C:9]([C:11]2[CH:16]=[CH:15][CH:14]=[C:13]([CH3:17])[N:12]=2)=O)[CH:5]=[CH:6][CH:7]=1.COC(OC)[N:21]([CH3:23])C.O.[NH2:27]N, predict the reaction product. The product is: [Br:1][C:2]1[CH:3]=[C:4]([C:8]2[C:9]([C:11]3[CH:16]=[CH:15][CH:14]=[C:13]([CH3:17])[N:12]=3)=[N:27][NH:21][CH:23]=2)[CH:5]=[CH:6][CH:7]=1. (8) Given the reactants [Cl:1][C:2]1[CH:9]=[CH:8][C:5]([C:6]#[N:7])=[C:4]([C:10]2[C:15]([O:16][CH:17]([F:19])[F:18])=[CH:14][N:13]=[C:12]([O:20]C)[CH:11]=2)[CH:3]=1.Br.[NH+]1C=CC=CC=1, predict the reaction product. The product is: [Cl:1][C:2]1[CH:9]=[CH:8][C:5]([C:6]#[N:7])=[C:4]([C:10]2[C:15]([O:16][CH:17]([F:18])[F:19])=[CH:14][NH:13][C:12](=[O:20])[CH:11]=2)[CH:3]=1.